Dataset: Catalyst prediction with 721,799 reactions and 888 catalyst types from USPTO. Task: Predict which catalyst facilitates the given reaction. (1) Reactant: [CH2:1]([O:8][C:9]1[CH:14]=[C:13]([O:15][CH3:16])[CH:12]=[CH:11][C:10]=1[CH:17]1[CH2:21][N:20]([C:22]2[CH:23]=[C:24]([CH:27]=[CH:28][CH:29]=2)[C:25]#[N:26])[C:19](=[O:30])[CH2:18]1)[C:2]1[CH:7]=[CH:6][CH:5]=[CH:4][CH:3]=1.[OH-:31].[Na+].OO. Product: [CH2:1]([O:8][C:9]1[CH:14]=[C:13]([O:15][CH3:16])[CH:12]=[CH:11][C:10]=1[CH:17]1[CH2:21][N:20]([C:22]2[CH:23]=[C:24]([CH:27]=[CH:28][CH:29]=2)[C:25]([NH2:26])=[O:31])[C:19](=[O:30])[CH2:18]1)[C:2]1[CH:7]=[CH:6][CH:5]=[CH:4][CH:3]=1. The catalyst class is: 14. (2) Reactant: [CH3:1][O:2][C:3]1[CH:8]=[CH:7][C:6]([Mg]Br)=[CH:5][CH:4]=1.[N:11]12[CH2:18][CH2:17][C:14]([C:19]([O:21]CC)=O)([CH2:15][CH2:16]1)[CH2:13][CH2:12]2. Product: [N:11]12[CH2:12][CH2:13][C:14]([C:19]([C:6]3[CH:7]=[CH:8][C:3]([O:2][CH3:1])=[CH:4][CH:5]=3)([C:6]3[CH:7]=[CH:8][C:3]([O:2][CH3:1])=[CH:4][CH:5]=3)[OH:21])([CH2:15][CH2:16]1)[CH2:17][CH2:18]2. The catalyst class is: 1. (3) Reactant: [CH3:1][N:2]1[C:6]2[CH:7]=[CH:8][C:9]([C:11]([OH:13])=O)=[CH:10][C:5]=2[N:4]=[C:3]1[NH:14][C:15]1[S:16][C:17]2[CH:23]=[C:22]([O:24][C:25]([F:28])([F:27])[F:26])[CH:21]=[CH:20][C:18]=2[N:19]=1.[CH2:29]([NH2:31])[CH3:30].[CH:32]1C=CC(P(N=[N+]=[N-])(C2C=CC=CC=2)=O)=CC=1.CCN(C(C)C)C(C)C. Product: [CH2:29]([NH:31][C:11]([C:9]1[CH:8]=[CH:7][C:6]2[N:2]([CH2:1][CH3:32])[C:3]([NH:14][C:15]3[S:16][C:17]4[CH:23]=[C:22]([O:24][C:25]([F:26])([F:28])[F:27])[CH:21]=[CH:20][C:18]=4[N:19]=3)=[N:4][C:5]=2[CH:10]=1)=[O:13])[CH3:30]. The catalyst class is: 3. (4) Reactant: [NH2:1][CH:2]([CH2:18][C:19]1[CH:24]=[CH:23][CH:22]=[C:21]([O:25][C:26]([F:31])([F:30])[CH:27]([F:29])[F:28])[CH:20]=1)[CH:3]([C:5]1[CH:10]=[CH:9][C:8]([O:11][C:12]2[CH:17]=[CH:16][CH:15]=[CH:14][CH:13]=2)=[CH:7][CH:6]=1)[OH:4].[F:32][C:33]1[C:42]2[C:37](=[CH:38][CH:39]=[CH:40][CH:41]=2)[C:36]([C:43](O)=[O:44])=[CH:35][CH:34]=1.Cl.C(N=C=NCCCN(C)C)C.O.ON1C2C=CC=CC=2N=N1. Product: [F:32][C:33]1[C:42]2[C:37](=[CH:38][CH:39]=[CH:40][CH:41]=2)[C:36]([C:43]([NH:1][CH:2]([CH2:18][C:19]2[CH:24]=[CH:23][CH:22]=[C:21]([O:25][C:26]([F:30])([F:31])[CH:27]([F:28])[F:29])[CH:20]=2)[CH:3]([OH:4])[C:5]2[CH:6]=[CH:7][C:8]([O:11][C:12]3[CH:13]=[CH:14][CH:15]=[CH:16][CH:17]=3)=[CH:9][CH:10]=2)=[O:44])=[CH:35][CH:34]=1. The catalyst class is: 47. (5) Reactant: [CH2:1]([O:3][C:4]([C:6]1[CH:37]=[CH:36][C:9]([NH:10][C:11]2[N:12]=[C:13]([CH3:35])[C:14]3[CH:20]=[CH:19][C:18](=[O:21])[N:17]([C:22]4[CH:34]=[CH:33][C:25]([C:26]([O:28]C(C)(C)C)=[O:27])=[CH:24][CH:23]=4)[C:15]=3[N:16]=2)=[CH:8][CH:7]=1)=[O:5])[CH3:2].FC(F)(F)C(O)=O. Product: [CH2:1]([O:3][C:4]([C:6]1[CH:7]=[CH:8][C:9]([NH:10][C:11]2[N:12]=[C:13]([CH3:35])[C:14]3[CH:20]=[CH:19][C:18](=[O:21])[N:17]([C:22]4[CH:23]=[CH:24][C:25]([C:26]([OH:28])=[O:27])=[CH:33][CH:34]=4)[C:15]=3[N:16]=2)=[CH:36][CH:37]=1)=[O:5])[CH3:2]. The catalyst class is: 2.